From a dataset of Forward reaction prediction with 1.9M reactions from USPTO patents (1976-2016). Predict the product of the given reaction. Given the reactants O[CH2:2][C:3]1[CH:12]=[N:11][C:10]2[N:9]3[CH2:13][CH2:14][CH2:15][C@H:8]3[C:7](=[O:16])[NH:6][C:5]=2[CH:4]=1.[N:17]1([C:23]2[CH:33]=[CH:32][C:26]([C:27]([O:29][CH2:30][CH3:31])=[O:28])=[CH:25][N:24]=2)[CH2:22][CH2:21][NH:20][CH2:19][CH2:18]1.CCN(C(C)C)C(C)C.[I-].C(C[P+](C)(C)C)#N, predict the reaction product. The product is: [O:16]=[C:7]1[NH:6][C:5]2[CH:4]=[C:3]([CH2:2][N:20]3[CH2:21][CH2:22][N:17]([C:23]4[CH:33]=[CH:32][C:26]([C:27]([O:29][CH2:30][CH3:31])=[O:28])=[CH:25][N:24]=4)[CH2:18][CH2:19]3)[CH:12]=[N:11][C:10]=2[N:9]2[CH2:13][CH2:14][CH2:15][C@@H:8]12.